From a dataset of Forward reaction prediction with 1.9M reactions from USPTO patents (1976-2016). Predict the product of the given reaction. Given the reactants [C:1]([O:5][C:6]([N:8]1[CH2:12][C@H:11]([O:13][C:14](=[O:16])[CH3:15])[CH2:10][C@@H:9]1[C:17](=O)[NH:18][CH2:19][C:20]1[CH:25]=[CH:24][C:23]([Cl:26])=[CH:22][CH:21]=1)=[O:7])([CH3:4])([CH3:3])[CH3:2].COC1C=CC(P2(SP(C3C=CC(OC)=CC=3)(=S)S2)=[S:37])=CC=1.[OH-].[Na+], predict the reaction product. The product is: [C:1]([O:5][C:6]([N:8]1[CH2:12][C@H:11]([O:13][C:14](=[O:16])[CH3:15])[CH2:10][C@@H:9]1[C:17](=[S:37])[NH:18][CH2:19][C:20]1[CH:25]=[CH:24][C:23]([Cl:26])=[CH:22][CH:21]=1)=[O:7])([CH3:4])([CH3:3])[CH3:2].